From a dataset of Full USPTO retrosynthesis dataset with 1.9M reactions from patents (1976-2016). Predict the reactants needed to synthesize the given product. (1) Given the product [Br-:2].[NH2:6][CH2:5][CH2:4][CH2:3][N+:7]1[C:17]2[C:12](=[CH:13][CH:14]=[CH:15][CH:16]=2)[C:10]([CH3:11])=[CH:9][CH:8]=1, predict the reactants needed to synthesize it. The reactants are: Br.[Br:2][CH2:3][CH2:4][CH2:5][NH2:6].[N:7]1[C:17]2[C:12](=[CH:13][CH:14]=[CH:15][CH:16]=2)[C:10]([CH3:11])=[CH:9][CH:8]=1. (2) Given the product [Br:23][C:24]1[CH:25]=[C:26]([NH:32][C:33]2[N:34]=[C:35]([O:11][CH2:12][CH2:13][N:14]([CH3:15])[C:16](=[O:17])[O:18][C:19]([CH3:20])([CH3:21])[CH3:22])[CH:36]=[CH:37][CH:38]=2)[C:27](=[O:31])[N:28]([CH3:30])[CH:29]=1, predict the reactants needed to synthesize it. The reactants are: CC1C=CC(S([O:11][CH2:12][CH2:13][N:14]([C:16]([O:18][C:19]([CH3:22])([CH3:21])[CH3:20])=[O:17])[CH3:15])(=O)=O)=CC=1.[Br:23][C:24]1[CH:25]=[C:26]([NH:32][C:33]2[CH:38]=[CH:37][CH:36]=[C:35](O)[N:34]=2)[C:27](=[O:31])[N:28]([CH3:30])[CH:29]=1.C([O-])([O-])=O.[Cs+].[Cs+]. (3) Given the product [F:1][C:2]1[CH:3]=[CH:4][C:5]([O:24][CH3:25])=[C:6]([C:8]2[CH:13]=[CH:12][N:11]=[C:10]3[NH:14][C:15]([C:17]4[CH2:22][CH2:21][CH:20]([OH:23])[CH2:19][CH:18]=4)=[CH:16][C:9]=23)[CH:7]=1, predict the reactants needed to synthesize it. The reactants are: [F:1][C:2]1[CH:3]=[CH:4][C:5]([O:24][CH3:25])=[C:6]([C:8]2[CH:13]=[CH:12][N:11]=[C:10]3[NH:14][C:15]([C:17]4[CH2:22][CH2:21][C:20](=[O:23])[CH2:19][CH:18]=4)=[CH:16][C:9]=23)[CH:7]=1.[BH4-].[Na+]. (4) Given the product [NH4+:23].[OH2:2].[OH2:8].[OH2:13].[OH2:19].[OH2:2].[OH2:2].[OH2:2].[OH2:2].[OH2:2].[OH2:2].[OH2:2].[OH2:2].[O-:4][S:1]([O-:5])(=[O:3])=[O:2].[O-:10][S:7]([O-:11])(=[O:9])=[O:8].[Al+3:6], predict the reactants needed to synthesize it. The reactants are: [S:1]([O-:5])([O-:4])(=[O:3])=[O:2].[Al+3:6].[S:7]([O-:11])([O-:10])(=[O:9])=[O:8].S([O-])([O-])(=O)=[O:13].[Al+3].S([O-])([O-])(=O)=[O:19].[NH4+:23].[NH4+]. (5) Given the product [OH:12][C:7]1[CH:8]=[C:9]2[C:4](=[CH:5][CH:6]=1)[N:3]=[C:2]([C:21]1[CH:30]=[CH:29][C:24]([C:25]([OH:27])=[O:26])=[CH:23][C:22]=1[C:31]([F:32])([F:34])[F:33])[CH:11]=[CH:10]2, predict the reactants needed to synthesize it. The reactants are: Cl[C:2]1[CH:11]=[CH:10][C:9]2[C:4](=[CH:5][CH:6]=[C:7]([OH:12])[CH:8]=2)[N:3]=1.CC1(C)C(C)(C)OB([C:21]2[CH:30]=[CH:29][C:24]([C:25]([O:27]C)=[O:26])=[CH:23][C:22]=2[C:31]([F:34])([F:33])[F:32])O1. (6) Given the product [CH2:1]([NH:8][S:9]([C:12]1[CH:13]=[CH:14][C:15]([CH2:18][C:19]([N:28]2[CH2:27][CH2:26][C:25]3[C:30](=[C:31]([N:34]4[CH2:39][CH2:38][N:37]([CH3:40])[CH2:36][CH2:35]4)[CH:32]=[CH:33][C:24]=3[O:23][CH3:22])[CH2:29]2)=[O:21])=[CH:16][CH:17]=1)(=[O:10])=[O:11])[C:2]1[CH:3]=[CH:4][CH:5]=[CH:6][CH:7]=1, predict the reactants needed to synthesize it. The reactants are: [CH2:1]([NH:8][S:9]([C:12]1[CH:17]=[CH:16][C:15]([CH2:18][C:19]([OH:21])=O)=[CH:14][CH:13]=1)(=[O:11])=[O:10])[C:2]1[CH:7]=[CH:6][CH:5]=[CH:4][CH:3]=1.[CH3:22][O:23][C:24]1[CH:33]=[CH:32][C:31]([N:34]2[CH2:39][CH2:38][N:37]([CH3:40])[CH2:36][CH2:35]2)=[C:30]2[C:25]=1[CH2:26][CH2:27][NH:28][CH2:29]2.CN(C(ON1N=NC2C=CC=NC1=2)=[N+](C)C)C.F[P-](F)(F)(F)(F)F. (7) Given the product [NH:5]1[C:9]2[CH:10]=[CH:11][CH:12]=[CH:13][C:8]=2[N:7]=[C:6]1[CH:14]([NH2:25])[CH2:15][C:16]1[CH:21]=[CH:20][C:19]([O:22][CH3:23])=[C:18]([F:24])[CH:17]=1, predict the reactants needed to synthesize it. The reactants are: N#N.Cl.Cl.[NH:5]1[C:9]2[CH:10]=[CH:11][CH:12]=[CH:13][C:8]=2[N:7]=[C:6]1[CH:14]([NH2:25])[CH2:15][C:16]1[CH:21]=[CH:20][C:19]([O:22][CH3:23])=[C:18]([F:24])[CH:17]=1.[OH-].[Na+]. (8) The reactants are: [Br:1][C:2]1[C:7](F)=[CH:6][C:5](F)=[CH:4][C:3]=1F.[CH3:11][O:12][CH2:13][CH2:14][OH:15]. Given the product [Br:1][C:2]1[C:7]([O:15][CH2:14][CH2:13][O:12][CH3:11])=[CH:6][C:5]([O:15][CH2:14][CH2:13][O:12][CH3:11])=[CH:4][C:3]=1[O:15][CH2:14][CH2:13][O:12][CH3:11], predict the reactants needed to synthesize it. (9) Given the product [F:1][C:2]1[CH:7]=[CH:6][C:5]([C:8]2[S:9][C:10]3[N:11]=[CH:12][N:13]=[C:14]([N:17]4[CH2:22][CH2:21][N:20]([C:30](=[O:31])[CH2:29][O:28][C:27]5[CH:33]=[CH:34][C:24]([Cl:23])=[CH:25][CH:26]=5)[CH2:19][CH2:18]4)[C:15]=3[N:16]=2)=[CH:4][CH:3]=1, predict the reactants needed to synthesize it. The reactants are: [F:1][C:2]1[CH:7]=[CH:6][C:5]([C:8]2[S:9][C:10]3[N:11]=[CH:12][N:13]=[C:14]([N:17]4[CH2:22][CH2:21][NH:20][CH2:19][CH2:18]4)[C:15]=3[N:16]=2)=[CH:4][CH:3]=1.[Cl:23][C:24]1[CH:34]=[CH:33][C:27]([O:28][CH2:29][C:30](O)=[O:31])=[CH:26][CH:25]=1.